From a dataset of Reaction yield outcomes from USPTO patents with 853,638 reactions. Predict the reaction yield, written as a fraction of the theoretical maximum amount of product (1.0 means a 100% yield; for example, 0.34 means a 34% yield). (1) The yield is 0.00100. The reactants are C([O:3][C:4](=[O:21])[C:5]1[CH:10]=[C:9]([C:11]2[N:12]([CH3:20])[C:13]3[C:18]([CH:19]=2)=[CH:17][CH:16]=[CH:15][CH:14]=3)[CH:8]=[N:7][CH:6]=1)C.[Li+].[OH-]. The product is [NH4+:7].[OH-:3].[CH3:20][N:12]1[C:13]2[C:18](=[CH:17][CH:16]=[CH:15][CH:14]=2)[CH:19]=[C:11]1[C:9]1[CH:8]=[N:7][CH:6]=[C:5]([CH:10]=1)[C:4]([OH:21])=[O:3]. The catalyst is CO. (2) The reactants are [K].[CH2:2]([O:4][C:5]([C:7]1[O:11][C:10](=[S:12])[NH:9][N:8]=1)=[O:6])C.IC.[CH3:15][CH2:16]O. No catalyst specified. The product is [CH2:15]([SH:12]=[C:10]1[NH:9][N:8]=[C:7]([C:5]([O:4][CH3:2])=[O:6])[O:11]1)[CH3:16]. The yield is 0.500. (3) The reactants are [CH3:1][O:2][C:3]1[CH:4]=[C:5]([NH:11][C:12](=[O:26])[CH2:13][N:14]2[C:18]3[C:19]([C:23](O)=[O:24])=[CH:20][CH:21]=[CH:22][C:17]=3[N:16]=[CH:15]2)[CH:6]=[C:7]([O:9][CH3:10])[CH:8]=1.[CH2:27]([N:29](CC)CC)[CH3:28].C(OC(Cl)=O)C(C)C.[Cl-].C([NH3+])C. The catalyst is CN(C=O)C. The product is [CH3:10][O:9][C:7]1[CH:6]=[C:5]([NH:11][C:12](=[O:26])[CH2:13][N:14]2[C:18]3[C:19]([C:23]([NH:29][CH2:27][CH3:28])=[O:24])=[CH:20][CH:21]=[CH:22][C:17]=3[N:16]=[CH:15]2)[CH:4]=[C:3]([O:2][CH3:1])[CH:8]=1. The yield is 0.590.